From a dataset of Catalyst prediction with 721,799 reactions and 888 catalyst types from USPTO. Predict which catalyst facilitates the given reaction. (1) Reactant: C([O:3][C:4](=[O:21])[CH2:5][N:6]1[C:10]2[C:11]3[CH:12]=[C:13]([CH3:20])[CH:14]=[CH:15][C:16]=3[O:17][C:18](=[O:19])[C:9]=2[CH:8]=[N:7]1)C.[Li+].[OH-:23].Cl. Product: [C:4]([CH2:5][N:6]1[C:10]([C:11]2[CH:12]=[C:13]([CH3:20])[CH:14]=[CH:15][C:16]=2[OH:23])=[C:9]([C:18]([OH:17])=[O:19])[CH:8]=[N:7]1)([OH:3])=[O:21]. The catalyst class is: 1. (2) Reactant: C[O:2][C:3](=O)[CH2:4][CH2:5][C:6]1[C:7](=[O:13])[N:8]([CH3:12])[CH2:9][CH2:10][CH:11]=1.CO.[NH2:17][O:18][K].C(O)(=O)C. Product: [OH:18][NH:17][C:3](=[O:2])[CH2:4][CH2:5][C:6]1[C:7](=[O:13])[N:8]([CH3:12])[CH2:9][CH2:10][CH:11]=1. The catalyst class is: 13. (3) The catalyst class is: 12. Reactant: C([O:5][C:6](=[O:37])[C:7]([CH3:36])([O:9][C:10]1[CH:35]=[CH:34][C:13]([C:14]([O:16][CH2:17][C:18]2[N:19]=[N:20][N:21]([CH2:23][C:24]3[CH:29]=[CH:28][C:27]([C:30]([CH3:33])([CH3:32])[CH3:31])=[CH:26][CH:25]=3)[CH:22]=2)=[O:15])=[CH:12][CH:11]=1)[CH3:8])(C)(C)C.Cl. Product: [C:30]([C:27]1[CH:26]=[CH:25][C:24]([CH2:23][N:21]2[CH:22]=[C:18]([CH2:17][O:16][C:14]([C:13]3[CH:12]=[CH:11][C:10]([O:9][C:7]([CH3:8])([CH3:36])[C:6]([OH:37])=[O:5])=[CH:35][CH:34]=3)=[O:15])[N:19]=[N:20]2)=[CH:29][CH:28]=1)([CH3:31])([CH3:32])[CH3:33]. (4) Reactant: [S:1]1[CH:5]=[CH:4][C:3]([CH:6]=[O:7])=[CH:2]1.[OH-].[K+].[N+:10]([CH2:12][C:13]([N:15]1[CH2:20][CH2:19][O:18][CH2:17][CH2:16]1)=[O:14])#[C-:11]. Product: [S:1]1[CH:5]=[CH:4][C:3]([C@@H:6]2[O:7][CH:11]=[N:10][C@H:12]2[C:13]([N:15]2[CH2:16][CH2:17][O:18][CH2:19][CH2:20]2)=[O:14])=[CH:2]1. The catalyst class is: 5. (5) Reactant: Br[C:2]1[C:3]([NH:25][CH3:26])=[N:4][C:5]([NH:8][C:9]2[CH:14]=[CH:13][C:12]([C:15]([N:17]3[CH2:22][CH2:21][O:20][CH2:19][CH2:18]3)=[O:16])=[CH:11][C:10]=2[O:23][CH3:24])=[N:6][CH:7]=1.[CH2:27]([Sn](CCCC)(CCCC)C#CC)[CH2:28][CH2:29]C. Product: [CH3:24][O:23][C:10]1[CH:11]=[C:12]([C:15]([N:17]2[CH2:22][CH2:21][O:20][CH2:19][CH2:18]2)=[O:16])[CH:13]=[CH:14][C:9]=1[NH:8][C:5]1[N:4]=[C:3]([NH:25][CH3:26])[C:2]([C:27]#[C:28][CH3:29])=[CH:7][N:6]=1. The catalyst class is: 109. (6) Product: [Cl:14][C:11]1[CH:12]=[CH:13][C:8]([C:5]2[N:4]([CH2:15][CH3:16])[C:3]([C:17](=[O:20])[CH2:18][CH3:19])=[C:2]([C:31]3[CH:32]=[CH:33][C:28]([S:25]([NH2:24])(=[O:27])=[O:26])=[CH:29][CH:30]=3)[C:6]=2[CH3:7])=[CH:9][CH:10]=1. Reactant: Br[C:2]1[C:6]([CH3:7])=[C:5]([C:8]2[CH:13]=[CH:12][C:11]([Cl:14])=[CH:10][CH:9]=2)[N:4]([CH2:15][CH3:16])[C:3]=1[C:17](=[O:20])[CH2:18][CH3:19].C(O)C.[NH2:24][S:25]([C:28]1[CH:33]=[CH:32][C:31](B(O)O)=[CH:30][CH:29]=1)(=[O:27])=[O:26].C(=O)([O-])[O-].[K+].[K+]. The catalyst class is: 109. (7) Reactant: [Br:1][C:2]1[CH:18]=[CH:17][C:5]([O:6][CH2:7][CH2:8][O:9][Si:10]([C:13]([CH3:16])([CH3:15])[CH3:14])([CH3:12])[CH3:11])=[CH:4][C:3]=1[F:19].C([N-]C(C)C)(C)C.[Li+].CN(C)[CH:30]=[O:31].C(O)(=O)C. Product: [Br:1][C:2]1[C:3]([F:19])=[C:4]([C:5]([O:6][CH2:7][CH2:8][O:9][Si:10]([C:13]([CH3:15])([CH3:14])[CH3:16])([CH3:11])[CH3:12])=[CH:17][CH:18]=1)[CH:30]=[O:31]. The catalyst class is: 30.